Dataset: Full USPTO retrosynthesis dataset with 1.9M reactions from patents (1976-2016). Task: Predict the reactants needed to synthesize the given product. Given the product [CH3:16][O:15][C:13](=[O:14])[C:12]1[CH:11]=[C:10]([O:9][CH3:3])[CH:19]=[C:18]([OH:20])[CH:17]=1, predict the reactants needed to synthesize it. The reactants are: CI.[C:3]([O-])([O-])=O.[K+].[K+].[OH:9][C:10]1[CH:11]=[C:12]([CH:17]=[C:18]([OH:20])[CH:19]=1)[C:13]([O:15][CH3:16])=[O:14].